Dataset: Reaction yield outcomes from USPTO patents with 853,638 reactions. Task: Predict the reaction yield, written as a fraction of the theoretical maximum amount of product (1.0 means a 100% yield; for example, 0.34 means a 34% yield). (1) The reactants are [NH2:1][C:2]1[N:7]=[CH:6][N:5]=[C:4]2[N:8]([CH2:12][C@H:13]3[CH2:17][CH2:16][CH2:15][N:14]3[C:18]([O:20][C:21]([CH3:24])([CH3:23])[CH3:22])=[O:19])[N:9]=[C:10](I)[C:3]=12.OC[C@H]1CCCN1C(OC(C)(C)C)=O.[F:39][C:40]1[CH:41]=[C:42]([CH:59]=[CH:60][CH:61]=1)[O:43][C:44]1[CH:49]=[CH:48][C:47](B2OC(C)(C)C(C)(C)O2)=[CH:46][CH:45]=1.C(=O)([O-])[O-].[Na+].[Na+]. The catalyst is O.COCCOC. The product is [NH2:1][C:2]1[N:7]=[CH:6][N:5]=[C:4]2[N:8]([CH2:12][C@H:13]3[CH2:17][CH2:16][CH2:15][N:14]3[C:18]([O:20][C:21]([CH3:24])([CH3:23])[CH3:22])=[O:19])[N:9]=[C:10]([C:47]3[CH:46]=[CH:45][C:44]([O:43][C:42]4[CH:59]=[CH:60][CH:61]=[C:40]([F:39])[CH:41]=4)=[CH:49][CH:48]=3)[C:3]=12. The yield is 0.790. (2) The reactants are C1(P(C2C=CC=CC=2)C2C=CC=CC=2)C=CC=CC=1.CCOC(/N=N/C(OCC)=O)=O.[Cl:32][C:33]1[C:38]([F:39])=[CH:37][CH:36]=[C:35]([Cl:40])[C:34]=1[CH:41]([OH:43])C.O[C:45]1[C:46]([N+:51]([O-:53])=[O:52])=[N:47][CH:48]=[CH:49][CH:50]=1. The catalyst is C1(C)C=CC=CC=1.C1COCC1. The product is [Cl:32][C:33]1[C:38]([F:39])=[CH:37][CH:36]=[C:35]([Cl:40])[C:34]=1[CH2:41][O:43][C:45]1[C:46]([N+:51]([O-:53])=[O:52])=[N:47][CH:48]=[CH:49][CH:50]=1. The yield is 0.980. (3) The reactants are C([O:3][C:4](=[O:21])[CH:5]([C:12]1[CH:17]=[CH:16][C:15]([N+:18]([O-:20])=[O:19])=[CH:14][CH:13]=1)[CH2:6][CH:7]1[CH2:11][CH2:10][CH2:9][CH2:8]1)C.[OH-].[Li+]. The catalyst is O1CCCC1.O. The product is [CH:7]1([CH2:6][CH:5]([C:12]2[CH:17]=[CH:16][C:15]([N+:18]([O-:20])=[O:19])=[CH:14][CH:13]=2)[C:4]([OH:21])=[O:3])[CH2:11][CH2:10][CH2:9][CH2:8]1. The yield is 0.936. (4) The reactants are [Br:1][C:2]1[CH:3]=[C:4]([CH2:12]Br)[C:5]([C:8]([O:10]C)=O)=[N:6][CH:7]=1.[F:14][C:15]([F:26])([F:25])[O:16][C:17]1[CH:24]=[CH:23][C:20]([CH2:21][NH2:22])=[CH:19][CH:18]=1.C(=O)([O-])[O-].[K+].[K+]. The catalyst is C1(C)C=CC=CC=1. The product is [Br:1][C:2]1[CH:3]=[C:4]2[CH2:12][N:22]([CH2:21][C:20]3[CH:23]=[CH:24][C:17]([O:16][C:15]([F:14])([F:25])[F:26])=[CH:18][CH:19]=3)[C:8](=[O:10])[C:5]2=[N:6][CH:7]=1. The yield is 0.465. (5) The reactants are [Cl:1][C:2]1[CH:7]=[CH:6][CH:5]=[CH:4][C:3]=1[C:8]1[CH:9]=[N:10][C:11]2[N:12]([N:21]=[C:22](S(C)(=O)=O)[C:23]=2[C:24](=[O:31])[NH:25][CH:26]2[CH2:30][CH2:29][CH2:28][CH2:27]2)[C:13]=1[C:14]1[CH:19]=[CH:18][C:17]([Cl:20])=[CH:16][CH:15]=1.C[O-].[Na+].O.[C:40](OCC)(=[O:42])C. The catalyst is O1CCCC1.CO. The product is [Cl:1][C:2]1[CH:7]=[CH:6][CH:5]=[CH:4][C:3]=1[C:8]1[CH:9]=[N:10][C:11]2[N:12]([N:21]=[C:22]([O:42][CH3:40])[C:23]=2[C:24](=[O:31])[NH:25][CH:26]2[CH2:30][CH2:29][CH2:28][CH2:27]2)[C:13]=1[C:14]1[CH:19]=[CH:18][C:17]([Cl:20])=[CH:16][CH:15]=1. The yield is 0.630. (6) The reactants are [Na].[S:2]1C=CC=C1CC(O)=O.Br[CH2:12][CH2:13][CH2:14][CH2:15][CH2:16][CH2:17][CH2:18][CH2:19][CH2:20][CH2:21][CH2:22][CH2:23][CH2:24][CH2:25][CH2:26][C:27]([OH:29])=[O:28].[OH-].[Na+].Cl. The catalyst is CO. The product is [SH:2][CH2:12][CH2:13][CH2:14][CH2:15][CH2:16][CH2:17][CH2:18][CH2:19][CH2:20][CH2:21][CH2:22][CH2:23][CH2:24][CH2:25][CH2:26][C:27]([OH:29])=[O:28]. The yield is 0.970. (7) The catalyst is C(OCC)(=O)C. The yield is 0.680. The product is [F:13][C:14]1[CH:15]=[C:16]([C:45]2[CH:50]=[CH:49][CH:48]=[CH:47][C:46]=2[C:51]2[NH:3][C:4](=[O:7])[O:5][N:52]=2)[CH:17]=[CH:18][C:19]=1[CH2:20][C:21]1[C:22](=[O:44])[N:23]([C@H:33]2[CH2:38][CH2:37][C@H:36]([O:39][CH2:40][CH:41]([OH:43])[CH3:42])[CH2:35][CH2:34]2)[C:24]2[N:25]([N:30]=[CH:31][CH:32]=2)[C:26]=1[CH2:27][CH2:28][CH3:29]. The reactants are [Cl-].O[NH3+:3].[C:4](=[O:7])([O-])[OH:5].[Na+].CS(C)=O.[F:13][C:14]1[CH:15]=[C:16]([C:45]2[C:46]([C:51]#[N:52])=[CH:47][CH:48]=[CH:49][CH:50]=2)[CH:17]=[CH:18][C:19]=1[CH2:20][C:21]1[C:22](=[O:44])[N:23]([C@H:33]2[CH2:38][CH2:37][C@H:36]([O:39][CH2:40][CH:41]([OH:43])[CH3:42])[CH2:35][CH2:34]2)[C:24]2[N:25]([N:30]=[CH:31][CH:32]=2)[C:26]=1[CH2:27][CH2:28][CH3:29].